This data is from Catalyst prediction with 721,799 reactions and 888 catalyst types from USPTO. The task is: Predict which catalyst facilitates the given reaction. Product: [CH3:1][O:2][C:3]([C:4]1[N:7]=[C:8]([C:9]2[CH:14]=[CH:13][CH:12]=[C:11]([Cl:15])[CH:10]=2)[O:16][CH:5]=1)=[O:17]. Reactant: [CH3:1][O:2][C:3](=[O:17])[CH:4]([NH:7][C:8](=[O:16])[C:9]1[CH:14]=[CH:13][CH:12]=[C:11]([Cl:15])[CH:10]=1)[CH2:5]O.BrC(Cl)(Cl)Cl.C1CCN2C(=NCCC2)CC1. The catalyst class is: 2.